From a dataset of NCI-60 drug combinations with 297,098 pairs across 59 cell lines. Regression. Given two drug SMILES strings and cell line genomic features, predict the synergy score measuring deviation from expected non-interaction effect. (1) Drug 1: CC1=CC2C(CCC3(C2CCC3(C(=O)C)OC(=O)C)C)C4(C1=CC(=O)CC4)C. Drug 2: C1=CC(=CC=C1CCCC(=O)O)N(CCCl)CCCl. Cell line: U251. Synergy scores: CSS=20.1, Synergy_ZIP=-13.5, Synergy_Bliss=-6.72, Synergy_Loewe=-13.7, Synergy_HSA=-5.70. (2) Drug 1: CC1=C(N=C(N=C1N)C(CC(=O)N)NCC(C(=O)N)N)C(=O)NC(C(C2=CN=CN2)OC3C(C(C(C(O3)CO)O)O)OC4C(C(C(C(O4)CO)O)OC(=O)N)O)C(=O)NC(C)C(C(C)C(=O)NC(C(C)O)C(=O)NCCC5=NC(=CS5)C6=NC(=CS6)C(=O)NCCC[S+](C)C)O. Drug 2: C1=CC=C(C(=C1)C(C2=CC=C(C=C2)Cl)C(Cl)Cl)Cl. Cell line: CCRF-CEM. Synergy scores: CSS=-3.39, Synergy_ZIP=21.0, Synergy_Bliss=39.7, Synergy_Loewe=-13.8, Synergy_HSA=0.598.